From a dataset of Forward reaction prediction with 1.9M reactions from USPTO patents (1976-2016). Predict the product of the given reaction. (1) Given the reactants [Cl:1][C:2]1[CH:3]=[C:4]([NH:16][C:17]2[C:29]3[C:28]4[CH2:27][CH2:26][NH:25][CH2:24][C:23]=4[S:22][C:21]=3[N:20]=[CH:19][N:18]=2)[CH:5]=[CH:6][C:7]=1[O:8][CH2:9][C:10]1[CH:15]=[CH:14][CH:13]=[CH:12][N:11]=1.[CH2:30]([N:32]([CH2:35][C:36](=[CH2:40])[C:37](O)=[O:38])[CH2:33][CH3:34])[CH3:31].F[B-](F)(F)F.N1(OC(N(C)C)=[N+](C)C)C2C=CC=CC=2N=N1.C(N(C(C)C)CC)(C)C, predict the reaction product. The product is: [Cl:1][C:2]1[CH:3]=[C:4]([NH:16][C:17]2[C:29]3[C:28]4[CH2:27][CH2:26][N:25]([C:37](=[O:38])[C:36]([CH2:35][N:32]([CH2:33][CH3:34])[CH2:30][CH3:31])=[CH2:40])[CH2:24][C:23]=4[S:22][C:21]=3[N:20]=[CH:19][N:18]=2)[CH:5]=[CH:6][C:7]=1[O:8][CH2:9][C:10]1[CH:15]=[CH:14][CH:13]=[CH:12][N:11]=1. (2) Given the reactants [CH3:1][N:2]([C:4]1[C:9]2[CH2:10][C@@H:11]3[C:21]([C:22](=[O:23])[C:8]=2[C:7]([OH:33])=[CH:6][CH:5]=1)=[C:20]([OH:24])[C@@:19]1([OH:25])[C@H:13]([C@H:14]([N:30]([CH3:32])[CH3:31])[C:15]([OH:29])=[C:16]([C:26]([NH2:28])=[O:27])[C:17]1=[O:18])[CH2:12]3)[CH3:3], predict the reaction product. The product is: [CH3:3][N:2]([C:4]1[C:9]2[CH2:10][C@@H:11]3[C:21]([C:22](=[O:23])[C:8]=2[C:7]([OH:33])=[CH:6][CH:5]=1)=[C:20]([OH:24])[C@@:19]1([OH:25])[C@H:13]([C@H:14]([N:30]([CH3:32])[CH3:31])[C:15]([OH:29])=[C:16]([C:26]([NH2:28])=[O:27])[C:17]1=[O:18])[CH2:12]3)[CH3:1].[CH2:17]([OH:18])[CH3:16]. (3) Given the reactants Cl[C:2]1[CH:7]=[C:6]([C:8]([F:11])([F:10])[F:9])[N:5]=[C:4]([C:12]2[CH:17]=[CH:16][N:15]=[CH:14][CH:13]=2)[N:3]=1.[CH3:18][O:19][C:20]1[CH:26]=[CH:25][C:24]([CH3:27])=[CH:23][C:21]=1[NH2:22], predict the reaction product. The product is: [CH3:18][O:19][C:20]1[CH:26]=[CH:25][C:24]([CH3:27])=[CH:23][C:21]=1[NH:22][C:2]1[CH:7]=[C:6]([C:8]([F:11])([F:10])[F:9])[N:5]=[C:4]([C:12]2[CH:17]=[CH:16][N:15]=[CH:14][CH:13]=2)[N:3]=1.